Dataset: Reaction yield outcomes from USPTO patents with 853,638 reactions. Task: Predict the reaction yield, written as a fraction of the theoretical maximum amount of product (1.0 means a 100% yield; for example, 0.34 means a 34% yield). (1) The catalyst is CN1CCCC1=O. The yield is 0.970. The product is [Cl:12][CH2:2][C:3]1[N:7]([CH3:8])[C:6](=[O:9])[NH:5][N:4]=1. The reactants are O[CH2:2][C:3]1[N:7]([CH3:8])[C:6](=[O:9])[NH:5][N:4]=1.S(Cl)([Cl:12])=O.[OH-].[Na+]. (2) The product is [CH2:24]([O:31][C:32]([NH:34][C:35]1[C:36]([C:46]([NH:48][C:49]2[CH:50]=[N:51][CH:52]=[CH:53][C:54]=2[N:55]2[CH2:60][C@H:59]([CH3:61])[C@H:58]([NH:62][C:63](=[O:66])[O:64][CH3:65])[C@H:57]([NH:67][C:68](=[O:74])[O:69][C:70]([CH3:73])([CH3:72])[CH3:71])[CH2:56]2)=[O:47])=[N:37][C:38]2[C:43]([CH:44]=1)=[CH:42][CH:41]=[C:40]([C:9]1[CH2:10][CH2:11][O:12][CH2:13][CH:14]=1)[CH:39]=2)=[O:33])[C:25]1[CH:26]=[CH:27][CH:28]=[CH:29][CH:30]=1. The yield is 0.310. The reactants are CC1(C)C(C)(C)OB([C:9]2[CH2:10][CH2:11][O:12][CH2:13][CH:14]=2)O1.[O-]P([O-])([O-])=O.[K+].[K+].[K+].[CH2:24]([O:31][C:32]([NH:34][C:35]1[C:36]([C:46]([NH:48][C:49]2[CH:50]=[N:51][CH:52]=[CH:53][C:54]=2[N:55]2[CH2:60][C@H:59]([CH3:61])[C@H:58]([NH:62][C:63](=[O:66])[O:64][CH3:65])[C@H:57]([NH:67][C:68](=[O:74])[O:69][C:70]([CH3:73])([CH3:72])[CH3:71])[CH2:56]2)=[O:47])=[N:37][C:38]2[C:43]([CH:44]=1)=[CH:42][CH:41]=[C:40](Br)[CH:39]=2)=[O:33])[C:25]1[CH:30]=[CH:29][CH:28]=[CH:27][CH:26]=1.O. The catalyst is O1CCOCC1.C1(P(C2CCCCC2)C2C=CC=CC=2C2C(C(C)C)=CC(C(C)C)=CC=2C(C)C)CCCCC1.NC1C=CC=CC=1C1C=CC=CC=1[Pd]Cl. (3) The reactants are [CH3:1][CH:2]([CH3:6])[CH2:3][CH2:4][NH2:5].ON1C2C=CC=CC=2N=N1.[CH3:17][N:18]([CH2:28][C:29]1[CH:30]=[C:31]([C:35]2[CH:40]=[CH:39][C:38]([NH:41][C:42]3[CH:50]=[CH:49][CH:48]=[CH:47][C:43]=3[C:44](O)=[O:45])=[CH:37][CH:36]=2)[CH:32]=[CH:33][CH:34]=1)[C:19](=[O:27])[CH2:20][CH2:21][CH2:22][CH2:23][CH2:24][CH2:25][CH3:26].CCN=C=NCCCN(C)C.Cl. The catalyst is ClCCl.C(OCC)(=O)C. The product is [CH3:1][CH:2]([CH3:6])[CH2:3][CH2:4][NH:5][C:44](=[O:45])[C:43]1[CH:47]=[CH:48][CH:49]=[CH:50][C:42]=1[NH:41][C:38]1[CH:37]=[CH:36][C:35]([C:31]2[CH:32]=[CH:33][CH:34]=[C:29]([CH2:28][N:18]([CH3:17])[C:19](=[O:27])[CH2:20][CH2:21][CH2:22][CH2:23][CH2:24][CH2:25][CH3:26])[CH:30]=2)=[CH:40][CH:39]=1. The yield is 0.930. (4) The reactants are [NH2:1][CH2:2][CH:3]([C:7]1[CH:12]=[CH:11][CH:10]=[CH:9][CH:8]=1)[C:4](O)=O.C[O:14][C:15](=O)[CH:16]([NH2:21])[CH2:17][CH:18]([CH3:20])[CH3:19].C([C@@H]1NC[C@H](CC(C)C)NC1=O)C(C)C. No catalyst specified. The product is [CH2:17]([C@@H:16]1[NH:21][CH2:4][C@@H:3]([C:7]2[CH:12]=[CH:11][CH:10]=[CH:9][CH:8]=2)[CH2:2][NH:1][C:15]1=[O:14])[CH:18]([CH3:20])[CH3:19]. The yield is 0.0928. (5) The reactants are [NH2:1][C:2]1[CH:7]=[CH:6][CH:5]=[CH:4][C:3]=1[C:8]1[O:12][C:11]([C:13]2[CH:23]=[CH:22][C:16]([C:17]([O:19]CC)=[O:18])=[CH:15][CH:14]=2)=[N:10][N:9]=1.[OH-].[Na+].Cl. The catalyst is O1CCCC1. The product is [NH2:1][C:2]1[CH:7]=[CH:6][CH:5]=[CH:4][C:3]=1[C:8]1[O:12][C:11]([C:13]2[CH:23]=[CH:22][C:16]([C:17]([OH:19])=[O:18])=[CH:15][CH:14]=2)=[N:10][N:9]=1. The yield is 0.870.